From a dataset of Forward reaction prediction with 1.9M reactions from USPTO patents (1976-2016). Predict the product of the given reaction. The product is: [C:1]1([C:32]2[CH:37]=[CH:36][CH:35]=[CH:34][CH:33]=2)[CH:6]=[CH:5][C:4]([CH2:7][CH2:8][CH:9]([OH:31])[CH:10]([CH2:18][CH2:19][N:20]2[CH2:28][C:27]3[C:22](=[CH:23][CH:24]=[CH:25][CH:26]=3)[C:21]2=[O:30])[C:11]([OH:13])=[O:12])=[CH:3][CH:2]=1. Given the reactants [C:1]1([C:32]2[CH:37]=[CH:36][CH:35]=[CH:34][CH:33]=2)[CH:6]=[CH:5][C:4]([CH2:7][CH2:8][CH:9]([OH:31])[CH:10]([CH2:18][CH2:19][N:20]2[C:28](=O)[C:27]3[C:22](=[CH:23][CH:24]=[CH:25][CH:26]=3)[CH:21]2[OH:30])[C:11]([O:13]C(C)(C)C)=[O:12])=[CH:3][CH:2]=1.[BH4-].[Na+], predict the reaction product.